This data is from Peptide-MHC class I binding affinity with 185,985 pairs from IEDB/IMGT. The task is: Regression. Given a peptide amino acid sequence and an MHC pseudo amino acid sequence, predict their binding affinity value. This is MHC class I binding data. (1) The peptide sequence is YVFPVIFSR. The MHC is HLA-B15:01 with pseudo-sequence HLA-B15:01. The binding affinity (normalized) is 0.259. (2) The peptide sequence is LENIMWKQI. The MHC is HLA-B44:03 with pseudo-sequence HLA-B44:03. The binding affinity (normalized) is 0.508. (3) The peptide sequence is YAAQGYKVL. The MHC is Patr-A0101 with pseudo-sequence Patr-A0101. The binding affinity (normalized) is 0.